This data is from Forward reaction prediction with 1.9M reactions from USPTO patents (1976-2016). The task is: Predict the product of the given reaction. (1) Given the reactants [Cl:1][C:2]1[N:7]=[CH:6][C:5]([O:8][CH3:9])=[C:4]([Cl:10])[N:3]=1.[CH:11]([Mg]Br)=[CH2:12].ClC1C(=O)C(C#N)=C(C#N)C(=O)C=1Cl, predict the reaction product. The product is: [Cl:1][C:2]1[N:7]=[C:6]([CH:11]=[CH2:12])[C:5]([O:8][CH3:9])=[C:4]([Cl:10])[N:3]=1. (2) Given the reactants [OH:1][C:2]1[CH:7]=[CH:6][C:5]([CH:8]2[CH2:13][CH2:12][N:11]([C:14]([O:16][C:17]([CH3:20])([CH3:19])[CH3:18])=[O:15])[CH2:10][CH2:9]2)=[CH:4][CH:3]=1.[H-].[Na+].Cl[C:24]1[N:25]([CH2:32][C:33]2([CH3:36])[CH2:35][O:34]2)[CH:26]=[C:27]([N+:29]([O-:31])=[O:30])[N:28]=1, predict the reaction product. The product is: [CH3:35][C:33]1([CH2:36][O:1][C:2]2[CH:7]=[CH:6][C:5]([CH:8]3[CH2:9][CH2:10][N:11]([C:14]([O:16][C:17]([CH3:20])([CH3:19])[CH3:18])=[O:15])[CH2:12][CH2:13]3)=[CH:4][CH:3]=2)[O:34][C:24]2=[N:28][C:27]([N+:29]([O-:31])=[O:30])=[CH:26][N:25]2[CH2:32]1.